This data is from Full USPTO retrosynthesis dataset with 1.9M reactions from patents (1976-2016). The task is: Predict the reactants needed to synthesize the given product. (1) The reactants are: [NH2:1][C:2]1[N:3]=[N:4][C:5]([C:14]2[CH:15]=[CH:16][C:17]([O:24]C)=[C:18]([NH:20][C:21](=[O:23])[CH3:22])[CH:19]=2)=[C:6]([C:8]2[CH:13]=[CH:12][CH:11]=[CH:10][CH:9]=2)[N:7]=1.COC.O. Given the product [NH2:1][C:2]1[N:3]=[N:4][C:5]([C:14]2[CH:15]=[CH:16][C:17]([OH:24])=[C:18]([NH:20][C:21](=[O:23])[CH3:22])[CH:19]=2)=[C:6]([C:8]2[CH:9]=[CH:10][CH:11]=[CH:12][CH:13]=2)[N:7]=1, predict the reactants needed to synthesize it. (2) Given the product [CH3:14][O:8][C:7](=[O:9])[C:6]1[CH:10]=[C:2]([NH2:1])[CH:3]=[C:4]([N+:11]([O-:13])=[O:12])[CH:5]=1, predict the reactants needed to synthesize it. The reactants are: [NH2:1][C:2]1[CH:3]=[C:4]([N+:11]([O-:13])=[O:12])[CH:5]=[C:6]([CH:10]=1)[C:7]([OH:9])=[O:8].[CH3:14]O. (3) The reactants are: [C:1]([O:5][C:6](=[O:37])[NH:7][CH:8]1[CH2:13][CH2:12][N:11]([CH2:14][CH2:15][O:16][C:17]2[CH:18]=[N:19][C:20]3[C:25]([C:26]=2[O:27]CC2C=CC=CC=2)=[N:24][C:23]([O:35][CH3:36])=[CH:22][CH:21]=3)[CH2:10][CH2:9]1)([CH3:4])([CH3:3])[CH3:2]. Given the product [C:1]([O:5][C:6](=[O:37])[NH:7][CH:8]1[CH2:9][CH2:10][N:11]([CH2:14][CH2:15][O:16][C:17]2[CH:18]=[N:19][C:20]3[C:25]([C:26]=2[OH:27])=[N:24][C:23]([O:35][CH3:36])=[CH:22][CH:21]=3)[CH2:12][CH2:13]1)([CH3:4])([CH3:3])[CH3:2], predict the reactants needed to synthesize it. (4) Given the product [CH3:1][C:2]1([CH3:31])[C:10]2[C:5](=[CH:6][CH:7]=[C:8]([C:11]3[N:16]=[C:15]([N:17]4[CH2:18][CH2:19][N:20]([CH2:23][CH2:24][CH2:25][CH2:26][OH:27])[CH2:21][CH2:22]4)[CH:14]=[CH:13][CH:12]=3)[CH:9]=2)[CH2:4][CH2:3]1, predict the reactants needed to synthesize it. The reactants are: [CH3:1][C:2]1([CH3:31])[C:10]2[C:5](=[CH:6][CH:7]=[C:8]([C:11]3[N:16]=[C:15]([N:17]4[CH2:22][CH2:21][N:20]([CH2:23][CH2:24][CH2:25][CH2:26][O:27]C(=O)C)[CH2:19][CH2:18]4)[CH:14]=[CH:13][CH:12]=3)[CH:9]=2)[CH2:4][CH2:3]1.Cl. (5) The reactants are: [C:1]([O:5][C:6](=[O:44])[C:7]([S:10][C:11]1[S:12][CH:13]=[C:14]([CH2:16][CH2:17][N:18]([C:31]2[CH:36]=[CH:35][C:34]([C:37]3[CH:42]=[CH:41][C:40]([F:43])=[CH:39][CH:38]=3)=[CH:33][CH:32]=2)S(C2C=CC=CC=2[N+]([O-])=O)(=O)=O)[N:15]=1)([CH3:9])[CH3:8])([CH3:4])([CH3:3])[CH3:2].C1(S)C=CC=CC=1.C(=O)([O-])[O-].[K+].[K+].O. Given the product [C:1]([O:5][C:6](=[O:44])[C:7]([S:10][C:11]1[S:12][CH:13]=[C:14]([CH2:16][CH2:17][NH:18][C:31]2[CH:36]=[CH:35][C:34]([C:37]3[CH:38]=[CH:39][C:40]([F:43])=[CH:41][CH:42]=3)=[CH:33][CH:32]=2)[N:15]=1)([CH3:9])[CH3:8])([CH3:2])([CH3:3])[CH3:4], predict the reactants needed to synthesize it.